Predict which catalyst facilitates the given reaction. From a dataset of Catalyst prediction with 721,799 reactions and 888 catalyst types from USPTO. (1) Reactant: [H-].[Na+].OC(C)(C)[C:5]#[C:6][C:7]1[N:15]=[C:14]2[C:10]([N:11]([CH2:25][O:26][CH2:27][CH2:28][Si:29]([CH3:32])([CH3:31])[CH3:30])[C:12](=[O:24])[N:13]2[C@@H:16]([C:18]2[CH:23]=[CH:22][CH:21]=[CH:20][CH:19]=2)[CH3:17])=[CH:9][N:8]=1. Product: [C:6]([C:7]1[N:15]=[C:14]2[C:10]([N:11]([CH2:25][O:26][CH2:27][CH2:28][Si:29]([CH3:32])([CH3:31])[CH3:30])[C:12](=[O:24])[N:13]2[C@@H:16]([C:18]2[CH:19]=[CH:20][CH:21]=[CH:22][CH:23]=2)[CH3:17])=[CH:9][N:8]=1)#[CH:5]. The catalyst class is: 11. (2) Product: [C:1]([O:4][C@H:5]1[C@@H:9]([CH2:10][O:11][Si:12]([C:15]([CH3:18])([CH3:17])[CH3:16])([CH3:13])[CH3:14])[O:8][C@@H:7]([N:19]2[CH:24]=[CH:23][C:22]([NH2:25])=[N:21][C:20]2=[O:30])[C@@H:6]1[O:31][Si:32]([C:35]([CH3:38])([CH3:37])[CH3:36])([CH3:34])[CH3:33])(=[O:3])[CH3:2]. Reactant: [C:1]([O:4][C@@H:5]1[C@@H:9]([CH2:10][O:11][Si:12]([C:15]([CH3:18])([CH3:17])[CH3:16])([CH3:14])[CH3:13])[O:8][C@@H:7]([N:19]2[CH:24]=[CH:23][C:22]([N:25]3C=CN=N3)=[N:21][C:20]2=[O:30])[C@@H:6]1[O:31][Si:32]([C:35]([CH3:38])([CH3:37])[CH3:36])([CH3:34])[CH3:33])(=[O:3])[CH3:2].N. The catalyst class is: 12. (3) Reactant: [CH3:1][N:2]1[C:10]2[CH:9]=[CH:8][C:7]([C:11]([O:13]C)=[O:12])=[CH:6][C:5]=2[C:4]2[CH2:15][N:16]([CH:19]3[CH2:24][CH2:23][O:22][CH2:21][CH2:20]3)[CH2:17][CH2:18][C:3]1=2.[OH-].[K+].Cl. Product: [CH3:1][N:2]1[C:10]2[CH:9]=[CH:8][C:7]([C:11]([OH:13])=[O:12])=[CH:6][C:5]=2[C:4]2[CH2:15][N:16]([CH:19]3[CH2:24][CH2:23][O:22][CH2:21][CH2:20]3)[CH2:17][CH2:18][C:3]1=2. The catalyst class is: 193. (4) Reactant: [C:1]1([CH:7]2[NH:12][C:11]3=[C:13]([NH2:17])[CH:14]=[CH:15][CH:16]=[C:10]3[O:9][CH2:8]2)[CH:6]=[CH:5][CH:4]=[CH:3][CH:2]=1.CCN(C(C)C)C(C)C.C1N=CN([C:32](N2C=NC=C2)=[O:33])C=1.CCOC(C)=O. Product: [C:1]1([CH:7]2[N:12]3[C:32](=[O:33])[NH:17][C:13]4=[CH:14][CH:15]=[CH:16][C:10](=[C:11]34)[O:9][CH2:8]2)[CH:2]=[CH:3][CH:4]=[CH:5][CH:6]=1. The catalyst class is: 1. (5) Reactant: [N:1]1[CH:6]=[C:5]([CH:7]=O)[CH:4]=[N:3][CH:2]=1.[N:9]1([C:15]([O:17][C:18]([CH3:21])([CH3:20])[CH3:19])=[O:16])[CH2:14][CH2:13][NH:12][CH2:11][CH2:10]1.[Al]([C:27]#[N:28])(CC)CC.C1(C)C=CC=CC=1.C([O-])(O)=O.[Na+]. Product: [C:27]([CH:7]([C:5]1[CH:4]=[N:3][CH:2]=[N:1][CH:6]=1)[N:12]1[CH2:13][CH2:14][N:9]([C:15]([O:17][C:18]([CH3:21])([CH3:20])[CH3:19])=[O:16])[CH2:10][CH2:11]1)#[N:28]. The catalyst class is: 701. (6) Reactant: [NH2:1][CH2:2][C:3]1([CH2:16][NH2:17])[CH2:8][CH2:7][N:6]([CH2:9][C:10]2[CH:15]=[CH:14][CH:13]=[CH:12][CH:11]=2)[CH2:5][CH2:4]1.CO.OO.[O-]Cl.[Na+]. Product: [CH2:9]([N:6]1[CH2:5][CH2:4][C:3]2([CH2:2][N:1]=[N:17][CH2:16]2)[CH2:8][CH2:7]1)[C:10]1[CH:15]=[CH:14][CH:13]=[CH:12][CH:11]=1. The catalyst class is: 6. (7) Reactant: Br[C:2]([CH3:14])([CH2:12]Br)[C:3](=[NH:11])[O:4][C:5]1[CH:10]=[CH:9][CH:8]=[CH:7][CH:6]=1.[CH3:15][O:16][C:17]1[CH:18]=[C:19]([OH:25])[CH:20]=[CH:21][C:22]=1[O:23][CH3:24].C(=O)([O-])[O-].[Cs+].[Cs+].O. Product: [CH3:15][O:16][C:17]1[CH:18]=[C:19]([O:25][CH:12]=[C:2]([CH3:14])[C:3](=[N:11][C:5]2[CH:10]=[CH:9][CH:8]=[CH:7][CH:6]=2)[O:4][C:5]2[CH:10]=[CH:9][CH:8]=[CH:7][CH:6]=2)[CH:20]=[CH:21][C:22]=1[O:23][CH3:24]. The catalyst class is: 3. (8) Reactant: [F:1][C:2]1[CH:3]=[C:4]2[C:8](=[C:9]([C:11]([OH:13])=O)[CH:10]=1)[NH:7][CH:6]=[CH:5]2.[C:14]([C:18]1[CH:34]=[CH:33][C:21]([CH2:22][NH:23][CH2:24][CH2:25][C:26]2[CH:31]=[CH:30][C:29]([F:32])=[CH:28][CH:27]=2)=[CH:20][CH:19]=1)([CH3:17])([CH3:16])[CH3:15].CCN=C=NCCCN(C)C.Cl. Product: [C:14]([C:18]1[CH:34]=[CH:33][C:21]([CH2:22][N:23]([CH2:24][CH2:25][C:26]2[CH:31]=[CH:30][C:29]([F:32])=[CH:28][CH:27]=2)[C:11]([C:9]2[CH:10]=[C:2]([F:1])[CH:3]=[C:4]3[C:8]=2[NH:7][CH:6]=[CH:5]3)=[O:13])=[CH:20][CH:19]=1)([CH3:17])([CH3:15])[CH3:16]. The catalyst class is: 2.